This data is from Forward reaction prediction with 1.9M reactions from USPTO patents (1976-2016). The task is: Predict the product of the given reaction. (1) Given the reactants [Mg].II.Br[CH:5]1[CH2:8][CH2:7][CH2:6]1.C[C:10]1[CH:15]=[C:14]([C:16]#[N:17])[CH:13]=[CH:12][C:11]=1[C:18]1[CH:23]=[CH:22][C:21]([C:24]([F:27])([F:26])[F:25])=[CH:20][CH:19]=1.[BH4-].[Na+], predict the reaction product. The product is: [CH:5]1([CH:16]([C:14]2[CH:15]=[CH:10][C:11]([C:18]3[CH:23]=[CH:22][C:21]([C:24]([F:25])([F:26])[F:27])=[CH:20][CH:19]=3)=[CH:12][CH:13]=2)[NH2:17])[CH2:8][CH2:7][CH2:6]1. (2) Given the reactants [H-].[Al+3].[Li+].[H-].[H-].[H-].[Cl:7][C:8]1[CH:9]=[CH:10][C:11]2[N:17]3[C:18]([CH:21]([CH3:23])[CH3:22])=[N:19][N:20]=[C:16]3[C@@H:15]([CH2:24][C:25](OCC)=[O:26])[O:14][C@H:13]([C:30]3[CH:35]=[CH:34][CH:33]=[C:32]([O:36][CH3:37])[C:31]=3[O:38][CH3:39])[C:12]=2[CH:40]=1.C(C(C(C([O-])=O)O)O)([O-])=O.[Na+].[K+], predict the reaction product. The product is: [Cl:7][C:8]1[CH:9]=[CH:10][C:11]2[N:17]3[C:18]([CH:21]([CH3:23])[CH3:22])=[N:19][N:20]=[C:16]3[C@@H:15]([CH2:24][CH2:25][OH:26])[O:14][C@H:13]([C:30]3[CH:35]=[CH:34][CH:33]=[C:32]([O:36][CH3:37])[C:31]=3[O:38][CH3:39])[C:12]=2[CH:40]=1. (3) Given the reactants [CH3:1][O:2][C:3]([C@:5]1([CH3:18])[C@H:9]([OH:10])[CH2:8][CH2:7][N:6]1[C:11]([O:13][C:14]([CH3:17])([CH3:16])[CH3:15])=[O:12])=[O:4].N1C=CN=C1.[Si:24](Cl)([C:27]([CH3:30])([CH3:29])[CH3:28])([CH3:26])[CH3:25], predict the reaction product. The product is: [CH3:1][O:2][C:3]([C@:5]1([CH3:18])[C@H:9]([O:10][Si:24]([C:27]([CH3:30])([CH3:29])[CH3:28])([CH3:26])[CH3:25])[CH2:8][CH2:7][N:6]1[C:11]([O:13][C:14]([CH3:17])([CH3:16])[CH3:15])=[O:12])=[O:4]. (4) Given the reactants [Cl:1][C:2]1[N:6]2[CH:7]=[C:8]([C:15]3[CH:16]=[N:17][NH:18][CH:19]=3)[CH:9]=[C:10]([C:11]([F:14])([F:13])[F:12])[C:5]2=[N:4][C:3]=1[C:20]([OH:22])=O.[NH:23]1[CH2:28][CH2:27][CH:26]([N:29]2[CH2:33][CH2:32][NH:31][C:30]2=[O:34])[CH2:25][CH2:24]1.CCN(C(C)C)C(C)C.CN(C(ON1N=NC2C=CC=NC1=2)=[N+](C)C)C.F[P-](F)(F)(F)(F)F, predict the reaction product. The product is: [Cl:1][C:2]1[N:6]2[CH:7]=[C:8]([C:15]3[CH:16]=[N:17][NH:18][CH:19]=3)[CH:9]=[C:10]([C:11]([F:12])([F:14])[F:13])[C:5]2=[N:4][C:3]=1[C:20]([N:23]1[CH2:24][CH2:25][CH:26]([N:29]2[CH2:33][CH2:32][NH:31][C:30]2=[O:34])[CH2:27][CH2:28]1)=[O:22]. (5) Given the reactants Br[C:2]1[CH:7]=[CH:6][C:5]([O:8][CH3:9])=[C:4]([CH3:10])[CH:3]=1.C(NC(C)C)(C)C.[CH3:18][Si:19]([C:22]#[CH:23])([CH3:21])[CH3:20], predict the reaction product. The product is: [CH3:9][O:8][C:5]1[CH:6]=[CH:7][C:2]([C:23]#[C:22][Si:19]([CH3:21])([CH3:20])[CH3:18])=[CH:3][C:4]=1[CH3:10]. (6) Given the reactants Cl[C:2]1[N:7]=[C:6]([N:8]([CH3:19])[S:9]([C:12]2[CH:17]=[CH:16][CH:15]=[C:14]([CH3:18])[CH:13]=2)(=[O:11])=[O:10])[CH:5]=[CH:4][CH:3]=1.CC1(C)C(C)(C)OB([C:28]2[CH:40]=[CH:39][C:31]3[N:32]=[C:33]([NH:35][C:36](=[O:38])[CH3:37])[S:34][C:30]=3[CH:29]=2)O1.C(=O)([O-])[O-].[Na+].[Na+], predict the reaction product. The product is: [CH3:19][N:8]([C:6]1[N:7]=[C:2]([C:28]2[CH:40]=[CH:39][C:31]3[N:32]=[C:33]([NH:35][C:36](=[O:38])[CH3:37])[S:34][C:30]=3[CH:29]=2)[CH:3]=[CH:4][CH:5]=1)[S:9]([C:12]1[CH:17]=[CH:16][CH:15]=[C:14]([CH3:18])[CH:13]=1)(=[O:11])=[O:10].